The task is: Regression/Classification. Given a drug SMILES string, predict its absorption, distribution, metabolism, or excretion properties. Task type varies by dataset: regression for continuous measurements (e.g., permeability, clearance, half-life) or binary classification for categorical outcomes (e.g., BBB penetration, CYP inhibition). For this dataset (lipophilicity_astrazeneca), we predict Y.. This data is from Experimental lipophilicity measurements (octanol/water distribution) for 4,200 compounds from AstraZeneca. The molecule is O=C(O)COc1cccc(N2CCC(CN3CCC(Oc4ccc(Cl)c(Cl)c4)CC3)CC2)c1. The Y is 1.99 logD.